This data is from Full USPTO retrosynthesis dataset with 1.9M reactions from patents (1976-2016). The task is: Predict the reactants needed to synthesize the given product. (1) The reactants are: [NH2:1]/[C:2](/[CH3:9])=[CH:3]\[C:4]([O:6][CH2:7][CH3:8])=[O:5].ClC1C=C(Cl)C=C(Cl)C=1[C:19](C1C(Cl)=CC(Cl)=CC=1Cl)([C:23]([O-])=[O:24])[C:20]([O-])=[O:21]. Given the product [OH:24][C:23]1[C:3]([C:4]([O:6][CH2:7][CH3:8])=[O:5])=[C:2]([CH3:9])[NH:1][C:20](=[O:21])[CH:19]=1, predict the reactants needed to synthesize it. (2) Given the product [Cl:1][C:2]1[CH:7]=[C:6]([C:12]2[CH:13]=[CH:14][CH:15]=[CH:16][C:11]=2[O:10][CH3:9])[N:5]=[CH:4][N:3]=1, predict the reactants needed to synthesize it. The reactants are: [Cl:1][C:2]1[CH:7]=[C:6](Cl)[N:5]=[CH:4][N:3]=1.[CH3:9][O:10][C:11]1[CH:16]=[CH:15][CH:14]=[CH:13][C:12]=1B(O)O.C(#N)C.C(=O)([O-])[O-].[Na+].[Na+].